Dataset: NCI-60 drug combinations with 297,098 pairs across 59 cell lines. Task: Regression. Given two drug SMILES strings and cell line genomic features, predict the synergy score measuring deviation from expected non-interaction effect. (1) Drug 1: CC1C(C(CC(O1)OC2CC(CC3=C2C(=C4C(=C3O)C(=O)C5=C(C4=O)C(=CC=C5)OC)O)(C(=O)C)O)N)O.Cl. Drug 2: CC1CCC2CC(C(=CC=CC=CC(CC(C(=O)C(C(C(=CC(C(=O)CC(OC(=O)C3CCCCN3C(=O)C(=O)C1(O2)O)C(C)CC4CCC(C(C4)OC)OCCO)C)C)O)OC)C)C)C)OC. Cell line: OVCAR-8. Synergy scores: CSS=43.1, Synergy_ZIP=0.850, Synergy_Bliss=0.865, Synergy_Loewe=4.59, Synergy_HSA=5.05. (2) Drug 1: CC1=C2C(C(=O)C3(C(CC4C(C3C(C(C2(C)C)(CC1OC(=O)C(C(C5=CC=CC=C5)NC(=O)C6=CC=CC=C6)O)O)OC(=O)C7=CC=CC=C7)(CO4)OC(=O)C)O)C)OC(=O)C. Drug 2: CCN(CC)CCNC(=O)C1=C(NC(=C1C)C=C2C3=C(C=CC(=C3)F)NC2=O)C. Cell line: SK-MEL-28. Synergy scores: CSS=2.08, Synergy_ZIP=-5.88, Synergy_Bliss=-1.44, Synergy_Loewe=-10.2, Synergy_HSA=-1.04.